From a dataset of Full USPTO retrosynthesis dataset with 1.9M reactions from patents (1976-2016). Predict the reactants needed to synthesize the given product. (1) Given the product [F:1][C:2]1[CH:3]=[C:4]([CH:17]=[CH:18][CH:19]=1)[CH2:5][NH:6][C:7](=[O:8])[NH2:9], predict the reactants needed to synthesize it. The reactants are: [F:1][C:2]1[CH:3]=[C:4]([CH:17]=[CH:18][CH:19]=1)[CH2:5][NH:6][C:7]([NH:9]C1SC=C(CI)N=1)=[O:8].CCN(C(C)C)C(C)C.C(=O)([O-])[O-].[K+].[K+].S1CC(=O)NC1=O. (2) Given the product [C:12]([C:11]1[CH:14]=[C:7]([C:5]2[S:6][C:2]([C:26]3[CH:25]=[CH:24][C:23]([O:36][CH2:37][CH2:38][CH2:39][N:40]([CH3:48])[C:41](=[O:47])[O:42][C:43]([CH3:46])([CH3:44])[CH3:45])=[CH:22][C:21]=3[CH2:19][CH3:20])=[CH:3][N:4]=2)[CH:8]=[CH:9][C:10]=1[O:15][CH:16]([CH3:18])[CH3:17])#[N:13], predict the reactants needed to synthesize it. The reactants are: Br[C:2]1[S:6][C:5]([C:7]2[CH:8]=[CH:9][C:10]([O:15][CH:16]([CH3:18])[CH3:17])=[C:11]([CH:14]=2)[C:12]#[N:13])=[N:4][CH:3]=1.[CH2:19]([C:21]1[CH:22]=[C:23]([O:36][CH2:37][CH2:38][CH2:39][N:40]([CH3:48])[C:41](=[O:47])[O:42][C:43]([CH3:46])([CH3:45])[CH3:44])[CH:24]=[CH:25][C:26]=1B1OC(C)(C)C(C)(C)O1)[CH3:20].P([O-])([O-])([O-])=O.[K+].[K+].[K+].C(OCC)(=O)C. (3) Given the product [Br:1][C:2]1[C:7]([O:8][CH3:9])=[CH:6][N:5]([CH3:4])[C:17](=[O:16])[CH:3]=1, predict the reactants needed to synthesize it. The reactants are: [Br:1][C:2]1[C:7]([O:8][CH3:9])=[CH:6][N:5]=[C:4](Cl)[CH:3]=1.S([O:16][CH3:17])(OC)(=O)=O.CC#N.C([O-])(O)=O.[Na+]. (4) Given the product [C:21]([O:29][CH2:30][CH2:31][C:32]1[CH:33]=[CH:34][C:35]([CH:36]([C:10]2[CH:9]=[CH:8][N:7]=[CH:6][C:5]=2[O:4][CH2:3][O:2][CH3:1])[OH:37])=[CH:38][CH:39]=1)(=[O:28])[C:22]1[CH:23]=[CH:24][CH:25]=[CH:26][CH:27]=1, predict the reactants needed to synthesize it. The reactants are: [CH3:1][O:2][CH2:3][O:4][C:5]1[CH:6]=[N:7][CH:8]=[CH:9][CH:10]=1.CCCCC.C([Li])(C)(C)C.[C:21]([O:29][CH2:30][CH2:31][C:32]1[CH:39]=[CH:38][C:35]([CH:36]=[O:37])=[CH:34][CH:33]=1)(=[O:28])[C:22]1[CH:27]=[CH:26][CH:25]=[CH:24][CH:23]=1.[Cl-].[NH4+]. (5) Given the product [C:29]([O:28][C:26]([N:11]1[CH2:17][CH2:16][CH:15]2[CH:13]([O:14]2)[CH2:12]1)=[O:27])([CH3:30])([CH3:31])[CH3:32], predict the reactants needed to synthesize it. The reactants are: C(OC([N:11]1[CH2:17][CH2:16][CH:15]2[CH:13]([O:14]2)[CH2:12]1)=O)C1C=CC=CC=1.[C:26](O[C:26]([O:28][C:29]([CH3:32])([CH3:31])[CH3:30])=[O:27])([O:28][C:29]([CH3:32])([CH3:31])[CH3:30])=[O:27]. (6) The reactants are: Br[C:2]1[CH:3]=[C:4]2[C:9](=[CH:10][CH:11]=1)[CH:8]=[C:7]([C:12]1[NH:16][C:15]([C@@H:17]3[CH2:21][CH2:20][CH2:19][N:18]3[C:22](=[O:32])[C@@H:23]([NH:27][C:28](=[O:31])[O:29][CH3:30])[CH:24]([CH3:26])[CH3:25])=[N:14][CH:13]=1)[CH:6]=[CH:5]2.[B:33]1([B:33]2[O:37][C:36]([CH3:39])([CH3:38])[C:35]([CH3:41])([CH3:40])[O:34]2)[O:37][C:36]([CH3:39])([CH3:38])[C:35]([CH3:41])([CH3:40])[O:34]1.C([O-])(=O)C.[K+]. Given the product [CH3:30][O:29][C:28](=[O:31])[NH:27][C@H:23]([C:22]([N:18]1[CH2:19][CH2:20][CH2:21][C@H:17]1[C:15]1[NH:16][C:12]([C:7]2[CH:6]=[CH:5][C:4]3[C:9](=[CH:10][CH:11]=[C:2]([B:33]4[O:37][C:36]([CH3:39])([CH3:38])[C:35]([CH3:41])([CH3:40])[O:34]4)[CH:3]=3)[CH:8]=2)=[CH:13][N:14]=1)=[O:32])[CH:24]([CH3:26])[CH3:25], predict the reactants needed to synthesize it.